This data is from NCI-60 drug combinations with 297,098 pairs across 59 cell lines. The task is: Regression. Given two drug SMILES strings and cell line genomic features, predict the synergy score measuring deviation from expected non-interaction effect. (1) Drug 1: CC1C(C(=O)NC(C(=O)N2CCCC2C(=O)N(CC(=O)N(C(C(=O)O1)C(C)C)C)C)C(C)C)NC(=O)C3=C4C(=C(C=C3)C)OC5=C(C(=O)C(=C(C5=N4)C(=O)NC6C(OC(=O)C(N(C(=O)CN(C(=O)C7CCCN7C(=O)C(NC6=O)C(C)C)C)C)C(C)C)C)N)C. Drug 2: C1=NC2=C(N=C(N=C2N1C3C(C(C(O3)CO)O)O)F)N. Cell line: NCI-H522. Synergy scores: CSS=45.5, Synergy_ZIP=-1.87, Synergy_Bliss=-1.61, Synergy_Loewe=-38.3, Synergy_HSA=-3.88. (2) Drug 1: C1=CC(=CC=C1C#N)C(C2=CC=C(C=C2)C#N)N3C=NC=N3. Drug 2: CCC1(CC2CC(C3=C(CCN(C2)C1)C4=CC=CC=C4N3)(C5=C(C=C6C(=C5)C78CCN9C7C(C=CC9)(C(C(C8N6C)(C(=O)OC)O)OC(=O)C)CC)OC)C(=O)OC)O.OS(=O)(=O)O. Cell line: M14. Synergy scores: CSS=1.54, Synergy_ZIP=-0.690, Synergy_Bliss=0.226, Synergy_Loewe=-1.88, Synergy_HSA=-0.970. (3) Drug 1: CC1=CC2C(CCC3(C2CCC3(C(=O)C)OC(=O)C)C)C4(C1=CC(=O)CC4)C. Drug 2: C1=C(C(=O)NC(=O)N1)N(CCCl)CCCl. Cell line: SK-MEL-5. Synergy scores: CSS=9.59, Synergy_ZIP=-5.30, Synergy_Bliss=1.20, Synergy_Loewe=-19.3, Synergy_HSA=-7.14. (4) Drug 1: CC1C(C(CC(O1)OC2CC(CC3=C2C(=C4C(=C3O)C(=O)C5=C(C4=O)C(=CC=C5)OC)O)(C(=O)CO)O)N)O.Cl. Drug 2: CC1=CC2C(CCC3(C2CCC3(C(=O)C)OC(=O)C)C)C4(C1=CC(=O)CC4)C. Cell line: NCI-H522. Synergy scores: CSS=16.0, Synergy_ZIP=-0.711, Synergy_Bliss=5.95, Synergy_Loewe=-0.247, Synergy_HSA=6.49. (5) Drug 1: CCCCCOC(=O)NC1=NC(=O)N(C=C1F)C2C(C(C(O2)C)O)O. Drug 2: CCN(CC)CCCC(C)NC1=C2C=C(C=CC2=NC3=C1C=CC(=C3)Cl)OC. Cell line: HCT-15. Synergy scores: CSS=6.40, Synergy_ZIP=-6.40, Synergy_Bliss=-2.47, Synergy_Loewe=-23.4, Synergy_HSA=-2.76. (6) Drug 1: CC1CCC2CC(C(=CC=CC=CC(CC(C(=O)C(C(C(=CC(C(=O)CC(OC(=O)C3CCCCN3C(=O)C(=O)C1(O2)O)C(C)CC4CCC(C(C4)OC)OCCO)C)C)O)OC)C)C)C)OC. Drug 2: C(CCl)NC(=O)N(CCCl)N=O. Cell line: CAKI-1. Synergy scores: CSS=7.27, Synergy_ZIP=-3.00, Synergy_Bliss=-1.46, Synergy_Loewe=-0.0875, Synergy_HSA=0.0762. (7) Drug 1: CC1=C(C=C(C=C1)NC2=NC=CC(=N2)N(C)C3=CC4=NN(C(=C4C=C3)C)C)S(=O)(=O)N.Cl. Drug 2: CN(C)C1=NC(=NC(=N1)N(C)C)N(C)C. Cell line: PC-3. Synergy scores: CSS=2.40, Synergy_ZIP=-0.380, Synergy_Bliss=0.826, Synergy_Loewe=-0.229, Synergy_HSA=-0.0956.